From a dataset of Full USPTO retrosynthesis dataset with 1.9M reactions from patents (1976-2016). Predict the reactants needed to synthesize the given product. (1) Given the product [CH2:26]([N:23]1[CH2:24][CH2:25][CH:20]([NH:19][C:11]([C:10]2[CH:14]=[CH:15][CH:16]=[C:17]([F:18])[C:9]=2[NH:8][C:6](=[O:7])[O:5][C:1]([CH3:2])([CH3:3])[CH3:4])=[O:13])[CH2:21][CH2:22]1)[C:27]1[CH:28]=[CH:29][CH:30]=[CH:31][CH:32]=1, predict the reactants needed to synthesize it. The reactants are: [C:1]([O:5][C:6]([NH:8][C:9]1[C:17]([F:18])=[CH:16][CH:15]=[CH:14][C:10]=1[C:11]([OH:13])=O)=[O:7])([CH3:4])([CH3:3])[CH3:2].[NH2:19][CH:20]1[CH2:25][CH2:24][N:23]([CH2:26][C:27]2[CH:32]=[CH:31][CH:30]=[CH:29][CH:28]=2)[CH2:22][CH2:21]1.ON1C2C=CC=CC=2N=N1.C(N(CC)CC)C.Cl.CN(C)CCCN=C=NCC. (2) Given the product [CH3:17][O:18][C:19]1[C:20]2[N:21]([N:26]=[C:27]([C:29](=[O:30])[CH2:2][C:1]([O:4][C:5]([CH3:8])([CH3:7])[CH3:6])=[O:3])[CH:28]=2)[CH:22]=[C:23]([CH3:25])[N:24]=1, predict the reactants needed to synthesize it. The reactants are: [C:1]([O:4][C:5]([CH3:8])([CH3:7])[CH3:6])(=[O:3])[CH3:2].[Li+].CC([N-]C(C)C)C.[CH3:17][O:18][C:19]1[C:20]2[N:21]([N:26]=[C:27]([C:29](OCC)=[O:30])[CH:28]=2)[CH:22]=[C:23]([CH3:25])[N:24]=1. (3) The reactants are: [C:1]([O:8][CH:9]([CH2:11][C:12]1[C:13]2[C:18]([CH:19]=[C:20]3[C:25]=1[CH:24]=[CH:23][CH:22]=[CH:21]3)=[CH:17][CH:16]=[CH:15][CH:14]=2)[CH3:10])(=[O:7])[CH2:2][CH2:3][C:4]([OH:6])=[O:5].Br[C:27]1[C:28]2[C:33]([CH:34]=[C:35]3[C:40]=1[CH:39]=[CH:38][CH:37]=[CH:36]3)=[CH:32][CH:31]=[CH:30][CH:29]=2.[CH:41]1[C:54]2[C:45](=[CH:46][C:47]3[C:52]([C:53]=2[CH2:55]O)=[CH:51][CH:50]=[CH:49][CH:48]=3)[CH:44]=[CH:43][CH:42]=1.Cl.CN(C)CCCN=C=NCC. Given the product [C:1]([O:8][CH:9]([CH2:10][C:27]1[C:40]2[C:35]([CH:34]=[C:33]3[C:28]=1[CH:29]=[CH:30][CH:31]=[CH:32]3)=[CH:36][CH:37]=[CH:38][CH:39]=2)[CH2:11][C:12]1[C:25]2[C:20]([CH:19]=[C:18]3[C:13]=1[CH:14]=[CH:15][CH:16]=[CH:17]3)=[CH:21][CH:22]=[CH:23][CH:24]=2)(=[O:7])[CH2:2][CH2:3][C:4]([O:6][CH2:55][C:53]1[C:54]2[C:45]([CH:46]=[C:47]3[C:52]=1[CH:51]=[CH:50][CH:49]=[CH:48]3)=[CH:44][CH:43]=[CH:42][CH:41]=2)=[O:5], predict the reactants needed to synthesize it. (4) Given the product [O-2:1].[In+3:2].[O-2:1].[O-2:1].[In+3:2].[Sn:6]=[O:1].[O-2:1].[Sm+3:9].[O-2:1].[O-2:1].[Sm+3:9], predict the reactants needed to synthesize it. The reactants are: [O-2:1].[In+3:2].[O-2].[O-2].[In+3].[Sn:6]=O.[O-2].[Sm+3:9].[O-2].[O-2].[Sm+3]. (5) Given the product [CH3:1][C:2]1[CH:3]=[C:4]([CH3:36])[C:5]2[O:9][C:8]([NH:10][C:11]3[CH:16]=[CH:15][C:14]([C:17]4[C:25]5[C:20](=[N:21][CH:22]=[N:23][C:24]=5[NH2:26])[NH:19][N:18]=4)=[CH:13][CH:12]=3)=[N:7][C:6]=2[CH:35]=1, predict the reactants needed to synthesize it. The reactants are: [CH3:1][C:2]1[CH:3]=[C:4]([CH3:36])[C:5]2[O:9][C:8]([NH:10][C:11]3[CH:16]=[CH:15][C:14]([C:17]4[C:25]5[C:20](=[N:21][CH:22]=[N:23][C:24]=5[NH2:26])[N:19](COCC[Si](C)(C)C)[N:18]=4)=[CH:13][CH:12]=3)=[N:7][C:6]=2[CH:35]=1.Cl.[OH-].[Na+].